This data is from Full USPTO retrosynthesis dataset with 1.9M reactions from patents (1976-2016). The task is: Predict the reactants needed to synthesize the given product. (1) Given the product [F:1][C:2]1[CH:7]=[CH:6][C:5]([CH:8]2[CH2:12][CH2:11][CH2:10][N:9]2[C:13]2[N:18]=[C:17]([NH:19][C:20]3[S:21][C:22]([C:25]#[N:26])=[CH:23][N:24]=3)[C:16]([C:27]3[O:31][CH:30]=[N:29][CH:28]=3)=[N:15][CH:14]=2)=[CH:4][CH:3]=1, predict the reactants needed to synthesize it. The reactants are: [F:1][C:2]1[CH:7]=[CH:6][C:5]([CH:8]2[CH2:12][CH2:11][CH2:10][N:9]2[C:13]2[N:18]=[C:17]([NH:19][C:20]3[S:21][C:22]([C:25]#[N:26])=[CH:23][N:24]=3)[C:16]([C:27]3[O:31][C:30]([Si](C(C)C)(C(C)C)C(C)C)=[N:29][CH:28]=3)=[N:15][CH:14]=2)=[CH:4][CH:3]=1.[F-].C([N+](CCCC)(CCCC)CCCC)CCC.C1COCC1. (2) Given the product [CH2:9]([OH:10])[CH2:8][CH2:7][CH2:6][CH2:5][CH2:4][CH2:3][CH2:2][CH2:19][C:18]#[CH:17], predict the reactants needed to synthesize it. The reactants are: Br[CH2:2][CH2:3][CH2:4][CH2:5][CH2:6][CH2:7][CH2:8][CH2:9][O:10]C1CCCCO1.[CH3:17][CH2:18][CH2:19]CC. (3) Given the product [Cl:18][C:19](=[N:9][NH:6][C:5]1[CH:7]=[CH:8][C:2]([Cl:1])=[CH:3][CH:4]=1)[C:20]([O:22][CH2:23][CH3:24])=[O:21], predict the reactants needed to synthesize it. The reactants are: [Cl:1][C:2]1[CH:8]=[CH:7][C:5]([NH2:6])=[CH:4][CH:3]=1.[N:9]([O-])=O.[Na+].CC([O-])=O.[Na+].[Cl:18][CH:19](C(=O)C)[C:20]([O:22][CH2:23][CH3:24])=[O:21]. (4) Given the product [ClH:36].[O:24]1[C:33]2[CH:32]=[C:31]([CH2:34][NH:1][C@H:2]3[CH2:7][CH2:6][N:5]([CH2:8][CH:9]4[C:13]5=[C:14]([F:22])[CH:15]=[N:16][C:17]6[CH:18]=[CH:19][C:20](=[O:21])[N:11]([C:12]=65)[CH2:10]4)[CH2:4][C@H:3]3[OH:23])[N:30]=[CH:29][C:28]=2[O:27][CH2:26][CH2:25]1, predict the reactants needed to synthesize it. The reactants are: [NH2:1][C@H:2]1[CH2:7][CH2:6][N:5]([CH2:8][CH:9]2[C:13]3=[C:14]([F:22])[CH:15]=[N:16][C:17]4[CH:18]=[CH:19][C:20](=[O:21])[N:11]([C:12]=43)[CH2:10]2)[CH2:4][C@H:3]1[OH:23].[O:24]1[C:33]2[CH:32]=[C:31]([CH:34]=O)[N:30]=[CH:29][C:28]=2[O:27][CH2:26][CH2:25]1.[Cl:36]CCl.CO. (5) Given the product [F:27][C:28]1[CH:33]=[CH:32][CH:31]=[CH:30][C:29]=1[N:34]1[C:5]([C:7]2[C:12](=[O:13])[CH:11]=[CH:10][N:9]([C:14]3[CH:19]=[CH:18][C:17]([O:20][CH2:21][C:22]([F:24])([F:25])[F:23])=[CH:16][CH:15]=3)[N:8]=2)=[CH:4][CH:3]=[N:35]1, predict the reactants needed to synthesize it. The reactants are: CN(C)/[CH:3]=[CH:4]/[C:5]([C:7]1[C:12](=[O:13])[CH:11]=[CH:10][N:9]([C:14]2[CH:19]=[CH:18][C:17]([O:20][CH2:21][C:22]([F:25])([F:24])[F:23])=[CH:16][CH:15]=2)[N:8]=1)=O.[F:27][C:28]1[CH:33]=[CH:32][CH:31]=[CH:30][C:29]=1[NH:34][NH2:35]. (6) Given the product [Cl:1][C:2]1[CH:3]=[CH:4][C:5]([C@H:8]2[C@@H:12]([C:13]3[CH:18]=[CH:17][C:16]([Cl:19])=[CH:15][CH:14]=3)[N:11]([C:20]([N:42]3[CH2:41][CH2:40][N:39]([CH2:38][C:37]([N:36]([CH3:46])[CH3:35])=[O:45])[CH2:44][CH2:43]3)=[O:21])[C:10]([C:23]3[CH:28]=[CH:27][C:26]([O:29][CH3:30])=[CH:25][C:24]=3[O:31][CH:32]([CH3:33])[CH3:34])=[N:9]2)=[CH:6][CH:7]=1, predict the reactants needed to synthesize it. The reactants are: [Cl:1][C:2]1[CH:7]=[CH:6][C:5]([C@H:8]2[C@@H:12]([C:13]3[CH:18]=[CH:17][C:16]([Cl:19])=[CH:15][CH:14]=3)[N:11]([C:20](Cl)=[O:21])[C:10]([C:23]3[CH:28]=[CH:27][C:26]([O:29][CH3:30])=[CH:25][C:24]=3[O:31][CH:32]([CH3:34])[CH3:33])=[N:9]2)=[CH:4][CH:3]=1.[CH3:35][N:36]([CH3:46])[C:37](=[O:45])[CH2:38][N:39]1[CH2:44][CH2:43][NH:42][CH2:41][CH2:40]1.